Dataset: Catalyst prediction with 721,799 reactions and 888 catalyst types from USPTO. Task: Predict which catalyst facilitates the given reaction. (1) The catalyst class is: 3. Product: [CH:9]([N:1]1[C:5]([CH:6]=[O:7])=[CH:4][N:3]=[CH:2]1)([CH3:11])[CH3:10]. Reactant: [NH:1]1[C:5]([CH:6]=[O:7])=[CH:4][N:3]=[CH:2]1.I[CH:9]([CH3:11])[CH3:10].C(=O)([O-])[O-].[K+].[K+]. (2) Reactant: [Br:1][C:2]1[CH:7]=[C:6]([CH:8]2[C:17]3[C:16](=[O:18])[CH2:15][CH:14]([CH2:19][CH2:20][CH3:21])[CH2:13][C:12]=3[NH:11][C:10]([CH3:22])=[C:9]2[C:23]#[N:24])[CH:5]=[C:4]([NH:25][S:26]([CH2:29][CH2:30][CH3:31])(=[O:28])=[O:27])[C:3]=1[NH:32][C:33](=[O:43])[C:34]1[CH:39]=[CH:38][CH:37]=[C:36]([N+:40]([O-])=O)[CH:35]=1.C(O)(=O)C. Product: [NH2:40][C:36]1[CH:35]=[C:34]([CH:39]=[CH:38][CH:37]=1)[C:33]([NH:32][C:3]1[C:4]([NH:25][S:26]([CH2:29][CH2:30][CH3:31])(=[O:28])=[O:27])=[CH:5][C:6]([CH:8]2[C:17]3[C:16](=[O:18])[CH2:15][CH:14]([CH2:19][CH2:20][CH3:21])[CH2:13][C:12]=3[NH:11][C:10]([CH3:22])=[C:9]2[C:23]#[N:24])=[CH:7][C:2]=1[Br:1])=[O:43]. The catalyst class is: 324. (3) Reactant: [H-].[Na+].[C:3]([N:10]1[CH2:15][CH2:14][CH:13]([OH:16])[CH2:12][CH2:11]1)([O:5][C:6]([CH3:9])([CH3:8])[CH3:7])=[O:4].Br[CH2:18][C:19]([O:21][CH2:22][CH3:23])=[O:20]. Product: [C:6]([O:5][C:3]([N:10]1[CH2:15][CH2:14][CH:13]([O:16][CH2:18][C:19]([O:21][CH2:22][CH3:23])=[O:20])[CH2:12][CH2:11]1)=[O:4])([CH3:9])([CH3:8])[CH3:7]. The catalyst class is: 1. (4) Product: [CH:1]1([CH2:7][CH:8]([C:11]2[C:19]3[C:14](=[CH:15][C:16]([OH:20])=[CH:17][CH:18]=3)[NH:13][N:12]=2)[C:9]#[N:10])[CH2:6][CH2:5][CH2:4][CH2:3][CH2:2]1. The catalyst class is: 2. Reactant: [CH:1]1([CH2:7][CH:8]([C:11]2[C:19]3[C:14](=[CH:15][C:16]([O:20]C)=[CH:17][CH:18]=3)[NH:13][N:12]=2)[C:9]#[N:10])[CH2:6][CH2:5][CH2:4][CH2:3][CH2:2]1.B(Br)(Br)Br.C(Cl)Cl.C([O-])(O)=O.[Na+]. (5) Product: [NH:1]1[C:9]2[C:4](=[CH:5][CH:6]=[C:7]([CH2:10][N:11]3[CH2:14][C:13](=[CH:15][C:16]4[CH:24]=[CH:23][C:19]([C:20]([NH:48][C:43]5[CH:44]=[CH:45][CH:46]=[CH:47][C:42]=5[NH:41][C:40](=[O:49])[O:39][C:35]([CH3:38])([CH3:36])[CH3:37])=[O:21])=[CH:18][C:17]=4[Cl:25])[CH2:12]3)[CH:8]=2)[CH:3]=[CH:2]1. The catalyst class is: 2. Reactant: [NH:1]1[C:9]2[C:4](=[CH:5][CH:6]=[C:7]([CH2:10][N:11]3[CH2:14][C:13](=[CH:15][C:16]4[CH:24]=[CH:23][C:19]([C:20](O)=[O:21])=[CH:18][C:17]=4[Cl:25])[CH2:12]3)[CH:8]=2)[CH:3]=[CH:2]1.CCN(C(C)C)C(C)C.[C:35]([O:39][C:40](=[O:49])[NH:41][C:42]1[CH:47]=[CH:46][CH:45]=[CH:44][C:43]=1[NH2:48])([CH3:38])([CH3:37])[CH3:36].CN(C(ON1N=NC2C=CC=NC1=2)=[N+](C)C)C.F[P-](F)(F)(F)(F)F. (6) Reactant: [Br:1][C:2]1[CH:3]=[C:4]2[C:9](=[CH:10][CH:11]=1)[C:8](=[O:12])[NH:7][C:6](=[O:13])[C:5]2=[CH:14]OC.Cl.[NH2:18][CH2:19][C:20]1[CH:25]=[C:24]([OH:26])[CH:23]=[CH:22][C:21]=1[OH:27].C(N(CC)CC)C. Product: [Br:1][C:2]1[CH:3]=[C:4]2[C:9](=[CH:10][CH:11]=1)[C:8](=[O:12])[NH:7][C:6](=[O:13])/[C:5]/2=[CH:14]\[NH:18][CH2:19][C:20]1[CH:25]=[C:24]([OH:26])[CH:23]=[CH:22][C:21]=1[OH:27]. The catalyst class is: 9.